From a dataset of Catalyst prediction with 721,799 reactions and 888 catalyst types from USPTO. Predict which catalyst facilitates the given reaction. (1) Product: [OH:1][C@:2]([CH3:33])([CH2:17][CH2:18][CH2:19][C@H:20]([CH3:32])[CH2:21][CH2:22][CH2:23][C@H:24]([CH3:31])[CH2:25][CH2:26][CH2:27][CH:28]([CH3:30])[CH3:29])[CH2:3][CH2:4][C:5]1[C:10](=[O:11])[C:9]([CH3:12])=[CH:8][C:7](=[O:13])[C:6]=1[CH2:14][CH2:15][CH3:16]. The catalyst class is: 6. Reactant: [OH:1][C@:2]([CH3:33])([CH2:17][CH2:18][CH2:19][C@H:20]([CH3:32])[CH2:21][CH2:22][CH2:23][C@H:24]([CH3:31])[CH2:25][CH2:26][CH2:27][CH:28]([CH3:30])[CH3:29])[CH2:3][CH2:4][C:5]1[C:6]([CH2:14][CH2:15][CH3:16])=[C:7]([OH:13])[CH:8]=[C:9]([CH3:12])[C:10]=1[OH:11].C(#N)C.C(Cl)Cl.O=[N+]([O-])[O-].[O-][N+](=O)[O-].[O-][N+](=O)[O-].[O-][N+](=O)[O-].[O-][N+](=O)[O-].[O-][N+](=O)[O-].[Ce+4].[NH4+].[NH4+]. (2) Reactant: [CH2:1]([O:8][C:9]([C:11]1[CH:19]=[CH:18][C:14]([C:15]([OH:17])=O)=[CH:13][C:12]=1[CH3:20])=[O:10])[C:2]1[CH:7]=[CH:6][CH:5]=[CH:4][CH:3]=1.Cl.C(N=C=NCCCN(C)C)C.ON1C2C=CC=CC=2N=N1.C(N(C(C)C)CC)(C)C.[CH3:52][CH:53]([NH2:56])[CH2:54][OH:55].C(=O)([O-])O.[Na+]. Product: [CH2:1]([O:8][C:9](=[O:10])[C:11]1[CH:19]=[CH:18][C:14]([C:15](=[O:17])[NH:56][CH:53]([CH3:52])[CH2:54][OH:55])=[CH:13][C:12]=1[CH3:20])[C:2]1[CH:3]=[CH:4][CH:5]=[CH:6][CH:7]=1. The catalyst class is: 9. (3) Reactant: [N+:1]([C:4]1[CH:13]=[CH:12][CH:11]=[CH:10][C:5]=1[C:6]([NH:8][NH2:9])=[O:7])([O-:3])=[O:2].[N:14]([CH2:17][CH3:18])=[C:15]=[O:16]. Product: [CH2:17]([NH:14][C:15](=[O:16])[NH:9][NH:8][C:6](=[O:7])[C:5]1[CH:10]=[CH:11][CH:12]=[CH:13][C:4]=1[N+:1]([O-:3])=[O:2])[CH3:18]. The catalyst class is: 3. (4) Reactant: [CH:1]([CH:3]1[CH2:9][O:8][CH2:7][CH2:6][N:5]([C:10]([O:12][C:13]([CH3:16])([CH3:15])[CH3:14])=[O:11])[CH2:4]1)=[O:2].Cl([O-])=[O:18].[Na+].P([O-])(O)(O)=O.[Na+]. Product: [C:13]([O:12][C:10]([N:5]1[CH2:4][CH:3]([C:1]([OH:18])=[O:2])[CH2:9][O:8][CH2:7][CH2:6]1)=[O:11])([CH3:16])([CH3:15])[CH3:14]. The catalyst class is: 371. (5) Reactant: [Br:1][C:2]1[S:6][C:5]([CH3:7])=[C:4]([C:8]([C:10]2[CH:15]=[CH:14][C:13]([O:16][CH3:17])=[CH:12][CH:11]=2)=O)[CH:3]=1.C([SiH](CC)CC)C.B(F)(F)F.CCOCC.C([O-])([O-])=O.[K+].[K+]. Product: [Br:1][C:2]1[S:6][C:5]([CH3:7])=[C:4]([CH2:8][C:10]2[CH:15]=[CH:14][C:13]([O:16][CH3:17])=[CH:12][CH:11]=2)[CH:3]=1. The catalyst class is: 759. (6) Reactant: [Br:1][C:2]1[C:10]2[C:9](Cl)=[N:8][CH:7]=[N:6][C:5]=2[S:4][CH:3]=1.C(O)C.C(N(CC)CC)C.[NH2:22][CH2:23][C:24]1[CH:29]=[CH:28][CH:27]=[CH:26][N:25]=1. Product: [Br:1][C:2]1[C:10]2[C:9]([NH:22][CH2:23][C:24]3[CH:29]=[CH:28][CH:27]=[CH:26][N:25]=3)=[N:8][CH:7]=[N:6][C:5]=2[S:4][CH:3]=1. The catalyst class is: 6.